This data is from Reaction yield outcomes from USPTO patents with 853,638 reactions. The task is: Predict the reaction yield, written as a fraction of the theoretical maximum amount of product (1.0 means a 100% yield; for example, 0.34 means a 34% yield). (1) The reactants are C[O-].[Na+].[CH3:4][O:5][C:6]1[CH:11]=[CH:10][CH:9]=[CH:8][C:7]=1[C:12]([NH2:14])=[NH:13].O=[C:16]1[CH2:22][CH2:21][N:20]([C:23]([O:25][C:26]([CH3:29])([CH3:28])[CH3:27])=[O:24])[CH2:19][CH2:18][CH:17]1[C:30](OCC)=[O:31]. The catalyst is CO.O1CCOCC1. The product is [CH3:4][O:5][C:6]1[CH:11]=[CH:10][CH:9]=[CH:8][C:7]=1[C:12]1[NH:14][C:16]2[CH2:22][CH2:21][N:20]([C:23]([O:25][C:26]([CH3:28])([CH3:27])[CH3:29])=[O:24])[CH2:19][CH2:18][C:17]=2[C:30](=[O:31])[N:13]=1. The yield is 0.810. (2) The reactants are C([O:5][C:6](=[O:53])[C:7]([O:10]/[N:11]=[C:12](/[C:40]1[N:41]=[C:42]([NH:45]C(OC(C)(C)C)=O)[S:43][CH:44]=1)\[C:13]([NH:15][C@@H:16]1[C:19](=[O:20])[N:18]([S:21]([OH:24])(=[O:23])=[O:22])[C@@H:17]1[CH2:25][N:26]1[C:30]([CH2:31][NH:32]C(OC(C)(C)C)=O)=[N:29][CH:28]=[N:27]1)=[O:14])([CH3:9])[CH3:8])(C)(C)C.C(O)(C(F)(F)F)=O. The catalyst is C(Cl)Cl. The product is [NH2:32][CH2:31][C:30]1[N:26]([CH2:25][C@@H:17]2[C@H:16]([NH:15][C:13](=[O:14])/[C:12](=[N:11]\[O:10][C:7]([CH3:9])([CH3:8])[C:6]([OH:53])=[O:5])/[C:40]3[N:41]=[C:42]([NH2:45])[S:43][CH:44]=3)[C:19](=[O:20])[N:18]2[S:21]([OH:24])(=[O:23])=[O:22])[N:27]=[CH:28][N:29]=1. The yield is 0.620. (3) The reactants are Cl[C:2]1[C:3]2[CH:10]=[CH:9][NH:8][C:4]=2[N:5]=[CH:6][N:7]=1.[NH2:11][C:12]1[CH:20]=[CH:19][CH:18]=[C:17]2[C:13]=1[CH2:14][CH2:15][CH2:16]2. The catalyst is C(O)(C)C.Cl. The product is [CH2:16]1[C:17]2[C:13](=[C:12]([NH:11][C:2]3[C:3]4[CH:10]=[CH:9][NH:8][C:4]=4[N:5]=[CH:6][N:7]=3)[CH:20]=[CH:19][CH:18]=2)[CH2:14][CH2:15]1. The yield is 0.0500. (4) The reactants are [Br:1][C:2]1[CH:3]=[C:4]([N:8]2[C:12]3=[N:13][C:14](Cl)=[CH:15][CH:16]=[C:11]3[C:10]([C:18]([O:20]C)=[O:19])=[N:9]2)[CH:5]=[CH:6][CH:7]=1.[CH3:22][O-:23].[Na+].CO.Cl. The catalyst is CN(C=O)C. The product is [Br:1][C:2]1[CH:3]=[C:4]([N:8]2[C:12]3=[N:13][C:14]([O:23][CH3:22])=[CH:15][CH:16]=[C:11]3[C:10]([C:18]([OH:20])=[O:19])=[N:9]2)[CH:5]=[CH:6][CH:7]=1. The yield is 0.530.